Task: Predict the reactants needed to synthesize the given product.. Dataset: Full USPTO retrosynthesis dataset with 1.9M reactions from patents (1976-2016) (1) Given the product [I:31][C:29]1[CH:30]=[C:25]([C:10]2([C:8]#[N:9])[CH2:16][C@H:15]3[NH:17][C@H:12]([CH:13]=[CH:14]3)[CH2:11]2)[CH:26]=[N:27][CH:28]=1, predict the reactants needed to synthesize it. The reactants are: FC(F)(F)C(O)=O.[C:8]([C:10]1([C:25]2[CH:26]=[N:27][CH:28]=[C:29]([I:31])[CH:30]=2)[CH2:16][C@@H:15]2[N:17](C(OC(C)(C)C)=O)[C@@H:12]([CH:13]=[CH:14]2)[CH2:11]1)#[N:9]. (2) Given the product [Cl:45][C:16]1[CH:15]=[CH:14][C:13]([O:12][CH2:11][C@H:10]([OH:46])[CH2:9][NH:8][CH3:6])=[CH:18][C:17]=1[C:19]1[N:24]=[C:23]([N:25]2[CH2:28][C:27]3([CH2:32][CH2:31][N:30]([C:33]([O:35][CH3:36])=[O:34])[CH2:29]3)[CH2:26]2)[C:22]([CH3:37])=[C:21]([C:38]2[C:39]([CH3:44])=[N:40][O:41][C:42]=2[CH3:43])[N:20]=1, predict the reactants needed to synthesize it. The reactants are: C(O[C:6]([N:8](C)[CH2:9][C@@H:10]([O:46][Si](C(C)(C)C)(C)C)[CH2:11][O:12][C:13]1[CH:14]=[CH:15][C:16]([Cl:45])=[C:17]([C:19]2[N:24]=[C:23]([N:25]3[CH2:28][C:27]4([CH2:32][CH2:31][N:30]([C:33]([O:35][CH3:36])=[O:34])[CH2:29]4)[CH2:26]3)[C:22]([CH3:37])=[C:21]([C:38]3[C:39]([CH3:44])=[N:40][O:41][C:42]=3[CH3:43])[N:20]=2)[CH:18]=1)=O)(C)(C)C.C(O)(C(F)(F)F)=O. (3) Given the product [CH:1]1([N:4]2[CH2:9][CH2:8][N:7]3[N:10]=[C:11]([NH2:13])[CH:12]=[C:6]3[CH2:5]2)[CH2:3][CH2:2]1, predict the reactants needed to synthesize it. The reactants are: [CH:1]1([N:4]2[CH2:9][CH2:8][N:7]3[N:10]=[C:11]([N+:13]([O-])=O)[CH:12]=[C:6]3[CH2:5]2)[CH2:3][CH2:2]1.[NH4+].[Cl-]. (4) Given the product [CH3:1][C:2]1[C:6]([C:7]2[C:16]3[O:15][CH2:14][C@H:13]([C:17]4[CH:22]=[CH:21][CH:20]=[CH:19][N:18]=4)[N:12]4[C:23](=[O:25])[NH:24][C:10]([C:11]=34)=[C:9]([CH:26]([OH:27])[CH3:29])[CH:8]=2)=[C:5]([CH3:28])[O:4][N:3]=1, predict the reactants needed to synthesize it. The reactants are: [CH3:1][C:2]1[C:6]([C:7]2[C:16]3[O:15][CH2:14][C@H:13]([C:17]4[CH:22]=[CH:21][CH:20]=[CH:19][N:18]=4)[N:12]4[C:23](=[O:25])[NH:24][C:10]([C:11]=34)=[C:9]([CH:26]=[O:27])[CH:8]=2)=[C:5]([CH3:28])[O:4][N:3]=1.[CH3:29][Mg]I.C(OCC)C. (5) Given the product [CH2:24]([NH:23][C:6]1([NH:5][CH2:1][CH2:2][CH2:3][CH3:4])[CH:7]=[CH:8][C:9]([CH2:12][CH2:13][C:14]2[CH:19]=[CH:18][C:17]([NH2:20])=[CH:16][CH:15]=2)=[CH:10][CH2:11]1)[CH2:25][CH2:26][CH3:27], predict the reactants needed to synthesize it. The reactants are: [CH2:1]([NH:5][C:6]1([NH:23][CH2:24][CH2:25][CH2:26][CH3:27])[CH:11]=[CH:10][C:9]([CH:12]=[CH:13][C:14]2[CH:19]=[CH:18][C:17]([N+:20]([O-])=O)=[CH:16][CH:15]=2)=[CH:8][CH2:7]1)[CH2:2][CH2:3][CH3:4]. (6) Given the product [C:23]1([CH:14]2[C:15](=[O:16])[N:17]3[CH:18]2[CH2:19][CH2:20][CH2:21][CH2:22]3)[CH:24]=[CH:25][CH:26]=[CH:27][CH:28]=1, predict the reactants needed to synthesize it. The reactants are: [OH-].[Na+].C1(C)C=CC(S(NN=[C:14]([C:23]2[CH:28]=[CH:27][CH:26]=[CH:25][CH:24]=2)[C:15]([N:17]2[CH2:22][CH2:21][CH2:20][CH2:19][CH2:18]2)=[O:16])(=O)=O)=CC=1. (7) Given the product [C:1]12([C:11]3[CH:30]=[CH:29][C:14]([O:15][CH2:16][C:17]([NH:19][C:20]4[CH:21]=[N:22][CH:23]=[C:24]([CH:28]=4)[C:25]([NH:39][CH2:38][CH2:37][C:34]4[CH:35]=[CH:36][N:31]=[CH:32][CH:33]=4)=[O:26])=[O:18])=[CH:13][CH:12]=3)[CH2:10][CH:5]3[CH2:4][CH:3]([CH2:9][CH:7]([CH2:6]3)[CH2:8]1)[CH2:2]2, predict the reactants needed to synthesize it. The reactants are: [C:1]12([C:11]3[CH:30]=[CH:29][C:14]([O:15][CH2:16][C:17]([NH:19][C:20]4[CH:21]=[N:22][CH:23]=[C:24]([CH:28]=4)[C:25](O)=[O:26])=[O:18])=[CH:13][CH:12]=3)[CH2:10][CH:5]3[CH2:6][CH:7]([CH2:9][CH:3]([CH2:4]3)[CH2:2]1)[CH2:8]2.[N:31]1[CH:36]=[CH:35][C:34]([CH2:37][CH2:38][NH2:39])=[CH:33][CH:32]=1.C1CN([P+](ON2N=NC3C=CC=CC2=3)(N2CCCC2)N2CCCC2)CC1.F[P-](F)(F)(F)(F)F.CO.